From a dataset of Reaction yield outcomes from USPTO patents with 853,638 reactions. Predict the reaction yield, written as a fraction of the theoretical maximum amount of product (1.0 means a 100% yield; for example, 0.34 means a 34% yield). (1) The reactants are [Cl:1][C:2]1[CH:3]=[C:4]([NH:9][C:10]([C:12]2[CH:13]3[O:28][CH:16]([C:17]=2[C:18]2[CH:23]=[CH:22][CH:21]=[C:20]([C:24]([F:27])([F:26])[F:25])[N:19]=2)[CH2:15][CH2:14]3)=[O:11])[CH:5]=[CH:6][C:7]=1[Cl:8]. The catalyst is [Pd]. The product is [Cl:1][C:2]1[CH:3]=[C:4]([NH:9][C:10]([C@@H:12]2[C@H:17]([C:18]3[CH:23]=[CH:22][CH:21]=[C:20]([C:24]([F:25])([F:26])[F:27])[N:19]=3)[C@H:16]3[O:28][C@@H:13]2[CH2:14][CH2:15]3)=[O:11])[CH:5]=[CH:6][C:7]=1[Cl:8]. The yield is 0.860. (2) The reactants are [Cl:1][C:2]1[CH:10]=[C:9]2[C:5]([C:6]([CH:11]=[O:12])=[CH:7][NH:8]2)=[CH:4][C:3]=1[C:13]1[CH:18]=[CH:17][C:16]([C:19]2([C:23]([OH:25])=[O:24])[CH2:22][CH2:21][CH2:20]2)=[CH:15][CH:14]=1.CC(=CC)C.Cl([O-])=[O:32].[Na+].OP([O-])(O)=O.[Na+]. The catalyst is C(#N)C.C(O)(C)(C)C.O. The product is [C:23]([C:19]1([C:16]2[CH:17]=[CH:18][C:13]([C:3]3[CH:4]=[C:5]4[C:9](=[CH:10][C:2]=3[Cl:1])[NH:8][CH:7]=[C:6]4[C:11]([OH:32])=[O:12])=[CH:14][CH:15]=2)[CH2:22][CH2:21][CH2:20]1)([OH:25])=[O:24]. The yield is 0.270. (3) The reactants are [CH:1]([NH:4][C:5]([N:7]1[CH2:12][CH2:11][CH:10]([CH2:13][C:14]2[CH:19]=[CH:18][C:17]([NH2:20])=[CH:16][CH:15]=2)[CH2:9][CH2:8]1)=[O:6])([CH3:3])[CH3:2].S(O)(O)(=O)=O.Cl[C:27]1[NH:28][CH2:29][CH2:30][N:31]=1. The catalyst is CC(O)C. The product is [CH:1]([NH:4][C:5]([N:7]1[CH2:8][CH2:9][CH:10]([CH2:13][C:14]2[CH:15]=[CH:16][C:17]([NH:20][C:27]3[NH:31][CH2:30][CH2:29][N:28]=3)=[CH:18][CH:19]=2)[CH2:11][CH2:12]1)=[O:6])([CH3:3])[CH3:2]. The yield is 0.590. (4) The reactants are Cl.N1C=CC=CC=1.C[O:9][C:10]1[CH:18]=[CH:17][CH:16]=[C:15]2[C:11]=1[C:12]([CH3:21])([CH3:20])[C:13](=[O:19])[NH:14]2. The catalyst is CCCCCC. The product is [OH:9][C:10]1[CH:18]=[CH:17][CH:16]=[C:15]2[C:11]=1[C:12]([CH3:21])([CH3:20])[C:13](=[O:19])[NH:14]2. The yield is 0.680. (5) The reactants are [Si]([O:8][CH2:9][C:10]1[S:14][CH:13]=[N:12][C:11]=1[CH:15]=[CH2:16])(C(C)(C)C)(C)C.[F-].C([N+](CCCC)(CCCC)CCCC)CCC. The catalyst is C1COCC1. The product is [CH:15]([C:11]1[N:12]=[CH:13][S:14][C:10]=1[CH2:9][OH:8])=[CH2:16]. The yield is 0.870. (6) The reactants are [OH:1][C:2]1[CH:9]=[CH:8][C:7]([I:10])=[CH:6][C:3]=1[C:4]#[N:5].[C:11]([O-])([O-])=O.[K+].[K+].[CH3:17][C:18]#N. No catalyst specified. The product is [I:10][C:7]1[CH:8]=[CH:9][C:2]([O:1][CH:18]([CH3:17])[CH3:11])=[C:3]([CH:6]=1)[C:4]#[N:5]. The yield is 0.976. (7) The reactants are C(OC(=O)[NH:7][C:8]1([C:12]2[CH:17]=[CH:16][C:15]([C:18]3[C:27](=[O:28])[C:26]4[C:21](=[CH:22][CH:23]=[C:24](Br)[CH:25]=4)[O:20][C:19]=3[C:30]3[CH:35]=[CH:34][CH:33]=[CH:32][CH:31]=3)=[CH:14][CH:13]=2)[CH2:11][CH2:10][CH2:9]1)(C)(C)C.[NH:37]1[CH:41]=[CH:40][N:39]=[CH:38]1.C(=O)([O-])[O-].[Cs+].[Cs+]. The catalyst is CN1C(=O)CCC1.CO.S1C=CC=C1C([O-])=O.[Cu+]. The product is [NH2:7][C:8]1([C:12]2[CH:13]=[CH:14][C:15]([C:18]3[C:27](=[O:28])[C:26]4[C:21](=[CH:22][CH:23]=[C:24]([N:37]5[CH:41]=[CH:40][N:39]=[CH:38]5)[CH:25]=4)[O:20][C:19]=3[C:30]3[CH:35]=[CH:34][CH:33]=[CH:32][CH:31]=3)=[CH:16][CH:17]=2)[CH2:9][CH2:10][CH2:11]1. The yield is 0.140.